Dataset: Catalyst prediction with 721,799 reactions and 888 catalyst types from USPTO. Task: Predict which catalyst facilitates the given reaction. (1) Reactant: [CH3:1][S:2][CH2:3][CH2:4][C:5]([OH:7])=O.ON1C2C=CC=CC=2N=N1.C(N(C(C)C)CC)(C)C.[C:27]([C:31]1[N:36]=[CH:35][C:34]([C:37]2[N:38]([C:58]([N:60]3[CH2:65][CH2:64][NH:63][CH2:62][CH2:61]3)=[O:59])[C@@:39]([C:51]3[CH:56]=[CH:55][C:54]([Cl:57])=[CH:53][CH:52]=3)([CH3:50])[C@@:40]([C:43]3[CH:48]=[CH:47][C:46]([Cl:49])=[CH:45][CH:44]=3)([CH3:42])[N:41]=2)=[C:33]([O:66][CH2:67][CH3:68])[CH:32]=1)([CH3:30])([CH3:29])[CH3:28]. Product: [C:27]([C:31]1[N:36]=[CH:35][C:34]([C:37]2[N:38]([C:58]([N:60]3[CH2:65][CH2:64][N:63]([C:5](=[O:7])[CH2:4][CH2:3][S:2][CH3:1])[CH2:62][CH2:61]3)=[O:59])[C@@:39]([C:51]3[CH:56]=[CH:55][C:54]([Cl:57])=[CH:53][CH:52]=3)([CH3:50])[C@@:40]([C:43]3[CH:44]=[CH:45][C:46]([Cl:49])=[CH:47][CH:48]=3)([CH3:42])[N:41]=2)=[C:33]([O:66][CH2:67][CH3:68])[CH:32]=1)([CH3:28])([CH3:29])[CH3:30]. The catalyst class is: 9. (2) Reactant: [CH3:1][N:2]([CH:5]([CH3:8])[C:6]#[CH:7])[CH:3]=O.[Cl-].[P+]=O.[Cl:12][C:13]1[CH:27]=[CH:26][C:16]([O:17][C:18]2[N:23]=[CH:22][C:21]([NH2:24])=[C:20]([CH3:25])[CH:19]=2)=[CH:15][C:14]=1[C:28]([F:31])([F:30])[F:29].[OH-].[Na+]. Product: [Cl:12][C:13]1[CH:27]=[CH:26][C:16]([O:17][C:18]2[N:23]=[CH:22][C:21]([N:24]=[CH:3][N:2]([CH3:1])[CH:5]([CH3:8])[C:6]#[CH:7])=[C:20]([CH3:25])[CH:19]=2)=[CH:15][C:14]=1[C:28]([F:31])([F:29])[F:30]. The catalyst class is: 4. (3) Reactant: [C:1]1([S:7]([CH2:9][Cl:10])=O)[CH:6]=[CH:5][CH:4]=[CH:3][CH:2]=1.[C:11]([C:15]1[CH:20]=[CH:19][CH:18]=[CH:17][CH:16]=1)([CH3:14])([CH3:13])[CH3:12].[F:21][C:22]([F:35])([F:34])[S:23]([O:26]S(C(F)(F)F)(=O)=O)(=[O:25])=[O:24]. Product: [O-:26][S:23]([C:22]([F:35])([F:34])[F:21])(=[O:25])=[O:24].[C:11]([C:15]1[CH:20]=[CH:19][C:18]([S+:7]([CH2:9][Cl:10])[C:1]2[CH:6]=[CH:5][CH:4]=[CH:3][CH:2]=2)=[CH:17][CH:16]=1)([CH3:14])([CH3:13])[CH3:12]. The catalyst class is: 27. (4) Reactant: Br[C:2]1[CH:3]=[C:4]([CH:9]=[C:10]([CH3:12])[N:11]=1)[C:5]([O:7][CH3:8])=[O:6].[CH3:13][PH:14](=[O:16])[CH3:15].C1(P(C2C=CC=CC=2)C2C3OC4C(=CC=CC=4P(C4C=CC=CC=4)C4C=CC=CC=4)C(C)(C)C=3C=CC=2)C=CC=CC=1.P([O-])([O-])([O-])=O.[K+].[K+].[K+]. Product: [CH3:13][P:14]([C:2]1[CH:3]=[C:4]([CH:9]=[C:10]([CH3:12])[N:11]=1)[C:5]([O:7][CH3:8])=[O:6])([CH3:15])=[O:16]. The catalyst class is: 274. (5) Reactant: [Cl:1][C:2]1[CH:7]=[CH:6][C:5]([S:8]([N:11]2[C@@H:16]([CH2:17][CH3:18])[C:15](=O)[C:14]3[NH:20][N:21]=[CH:22][C:13]=3[C@H:12]2[CH2:23][CH3:24])(=[O:10])=[O:9])=[CH:4][CH:3]=1.CC([O-])=O.[Na+].Cl.[NH2:31][OH:32]. Product: [Cl:1][C:2]1[CH:7]=[CH:6][C:5]([S:8]([N:11]2[C@@H:16]([CH2:17][CH3:18])/[C:15](=[N:31]/[OH:32])/[C:14]3[NH:20][N:21]=[CH:22][C:13]=3[C@H:12]2[CH2:23][CH3:24])(=[O:10])=[O:9])=[CH:4][CH:3]=1. The catalyst class is: 24.